This data is from NCI-60 drug combinations with 297,098 pairs across 59 cell lines. The task is: Regression. Given two drug SMILES strings and cell line genomic features, predict the synergy score measuring deviation from expected non-interaction effect. (1) Drug 1: CN1CCC(CC1)COC2=C(C=C3C(=C2)N=CN=C3NC4=C(C=C(C=C4)Br)F)OC. Drug 2: C1=CC(=CC=C1CCC2=CNC3=C2C(=O)NC(=N3)N)C(=O)NC(CCC(=O)O)C(=O)O. Cell line: 786-0. Synergy scores: CSS=17.9, Synergy_ZIP=-3.15, Synergy_Bliss=-3.97, Synergy_Loewe=-7.93, Synergy_HSA=-1.45. (2) Drug 1: CC12CCC(CC1=CCC3C2CCC4(C3CC=C4C5=CN=CC=C5)C)O. Drug 2: CC1C(C(=O)NC(C(=O)N2CCCC2C(=O)N(CC(=O)N(C(C(=O)O1)C(C)C)C)C)C(C)C)NC(=O)C3=C4C(=C(C=C3)C)OC5=C(C(=O)C(=C(C5=N4)C(=O)NC6C(OC(=O)C(N(C(=O)CN(C(=O)C7CCCN7C(=O)C(NC6=O)C(C)C)C)C)C(C)C)C)N)C. Cell line: K-562. Synergy scores: CSS=27.5, Synergy_ZIP=17.4, Synergy_Bliss=20.8, Synergy_Loewe=20.2, Synergy_HSA=20.2. (3) Drug 1: C1=CC(=CC=C1C#N)C(C2=CC=C(C=C2)C#N)N3C=NC=N3. Drug 2: C1C(C(OC1N2C=NC3=C(N=C(N=C32)Cl)N)CO)O. Synergy scores: CSS=12.3, Synergy_ZIP=-8.07, Synergy_Bliss=-10.3, Synergy_Loewe=-7.36, Synergy_HSA=-6.79. Cell line: OVCAR3.